Dataset: Reaction yield outcomes from USPTO patents with 853,638 reactions. Task: Predict the reaction yield, written as a fraction of the theoretical maximum amount of product (1.0 means a 100% yield; for example, 0.34 means a 34% yield). (1) The reactants are [CH3:1][N:2]([CH3:8])[CH:3]1[CH2:7][CH2:6][NH:5][CH2:4]1.[I:9][C:10]1[CH:18]=[CH:17][C:13]([C:14](Cl)=[O:15])=[CH:12][CH:11]=1. The catalyst is C1COCC1. The product is [I:9][C:10]1[CH:18]=[CH:17][C:13]([C:14]([N:5]2[CH2:6][CH2:7][CH:3]([N:2]([CH3:8])[CH3:1])[CH2:4]2)=[O:15])=[CH:12][CH:11]=1. The yield is 0.740. (2) The reactants are [NH2:1][C:2]1[C:3]2[N:4]([C:8]([C@@H:26]3[CH2:30][CH2:29][CH2:28][NH:27]3)=[N:9][C:10]=2[C:11]2[CH:25]=[CH:24][C:14]([C:15]([NH:17][C:18]3[CH:23]=[CH:22][CH:21]=[CH:20][N:19]=3)=[O:16])=[CH:13][CH:12]=2)[CH:5]=[CH:6][N:7]=1. The catalyst is C(O)(=O)C#CC. The product is [NH2:1][C:2]1[C:3]2[N:4]([C:8]([C@@H:26]3[CH2:30][CH2:29][CH2:28][N:27]3[C:15](=[O:16])[C:14]#[C:13][CH3:12])=[N:9][C:10]=2[C:11]2[CH:25]=[CH:24][C:14]([C:15]([NH:17][C:18]3[CH:23]=[CH:22][CH:21]=[CH:20][N:19]=3)=[O:16])=[CH:13][CH:12]=2)[CH:5]=[CH:6][N:7]=1. The yield is 0.180. (3) The reactants are [H-].[Na+].[CH:3]1([C@@H:9]([NH:11][C:12]([C:14]2[C:23]3[C:18](=[CH:19][CH:20]=[CH:21][CH:22]=3)[N:17]=[C:16]([C:24]3[CH:29]=[CH:28][CH:27]=[CH:26][CH:25]=3)[C:15]=2[CH2:30][N:31]2[CH2:36][CH2:35][N:34]([C:37]3[CH:42]=[CH:41][CH:40]=[CH:39][CH:38]=3)[C:33](=[O:43])[CH2:32]2)=[O:13])[CH3:10])[CH2:8][CH2:7][CH2:6][CH2:5][CH2:4]1.[CH2:44](Br)C1C=CC=CC=1.[Na+].[Cl-]. The catalyst is CN(C=O)C. The product is [CH:3]1([C@@H:9]([NH:11][C:12]([C:14]2[C:23]3[C:18](=[CH:19][CH:20]=[CH:21][CH:22]=3)[N:17]=[C:16]([C:24]3[CH:25]=[CH:26][CH:27]=[CH:28][CH:29]=3)[C:15]=2[CH2:30][N:31]2[CH2:36][CH2:35][N:34]([CH2:37][C:38]3[CH:44]=[CH:42][CH:41]=[CH:40][CH:39]=3)[C:33](=[O:43])[CH2:32]2)=[O:13])[CH3:10])[CH2:4][CH2:5][CH2:6][CH2:7][CH2:8]1. The yield is 0.570. (4) The reactants are [OH:1][C:2]([CH3:9])([CH3:8])[C:3]([O:5][CH2:6][CH3:7])=[O:4].[H-].[Na+].[Br:12][C:13]1[CH:18]=[CH:17][C:16](F)=[C:15]([N+:20]([O-:22])=[O:21])[CH:14]=1. The catalyst is O1CCCC1.C1OCCOCCOCCOCCOC1. The product is [Br:12][C:13]1[CH:18]=[CH:17][C:16]([O:1][C:2]([CH3:9])([CH3:8])[C:3]([O:5][CH2:6][CH3:7])=[O:4])=[C:15]([N+:20]([O-:22])=[O:21])[CH:14]=1. The yield is 0.920. (5) The reactants are [I:1][C:2]1[CH:7]=[CH:6][C:5]([S:8](Cl)(=[O:10])=[O:9])=[CH:4][CH:3]=1.[NH2:12][C:13]1[S:14][CH:15]=[CH:16][N:17]=1. The catalyst is N1C=CC=CC=1. The product is [I:1][C:2]1[CH:7]=[CH:6][C:5]([S:8]([NH:12][C:13]2[S:14][CH:15]=[CH:16][N:17]=2)(=[O:10])=[O:9])=[CH:4][CH:3]=1. The yield is 0.490. (6) The reactants are NCC1C=CC(NC2SC3CCCC4C=CC(F)=CC=4C=3N=2)=CC=1.[NH2:25][C:26]1[CH:40]=[CH:39][C:29]([CH2:30][NH:31][C:32](=[O:38])[O:33][C:34]([CH3:37])([CH3:36])[CH3:35])=[CH:28][CH:27]=1.[C:41]([N:49]=[C:50]=[S:51])(=[O:48])[C:42]1[CH:47]=[CH:46][CH:45]=[CH:44][CH:43]=1. The catalyst is C1COCC1. The product is [C:41]([NH:49][C:50]([NH:25][C:26]1[CH:40]=[CH:39][C:29]([CH2:30][NH:31][C:32](=[O:38])[O:33][C:34]([CH3:36])([CH3:37])[CH3:35])=[CH:28][CH:27]=1)=[S:51])(=[O:48])[C:42]1[CH:47]=[CH:46][CH:45]=[CH:44][CH:43]=1. The yield is 1.00. (7) The reactants are [CH3:1][C:2]([CH3:22])([CH3:21])[C:3]#[C:4][C:5]1[CH:10]=[C:9]([N+:11]([O-:13])=[O:12])[CH:8]=[C:7]([F:14])[C:6]=1[NH:15]C(=O)CCC.CC([O-])(C)C.[K+].O. The catalyst is CN(C=O)C. The product is [C:2]([C:3]1[NH:15][C:6]2[C:5]([CH:4]=1)=[CH:10][C:9]([N+:11]([O-:13])=[O:12])=[CH:8][C:7]=2[F:14])([CH3:22])([CH3:21])[CH3:1]. The yield is 0.810. (8) The reactants are [Cl:1][C:2]1[CH:7]=[CH:6][CH:5]=[C:4]([Cl:8])[C:3]=1[C:9]([NH:11][C@H:12]([C:33]([OH:35])=[O:34])[CH2:13][C:14]1[CH:19]=[CH:18][C:17]([C:20]2[C:21](=[O:32])[N:22]([CH3:31])[C:23]([CH3:30])=[CH:24][C:25]=2[C:26]([F:29])([F:28])[F:27])=[CH:16][CH:15]=1)=[O:10].C(=O)(O)[O-].[Na+].I[CH2:42][CH3:43].O. The catalyst is CN(C=O)C. The product is [CH2:42]([O:34][C:33](=[O:35])[C@H:12]([CH2:13][C:14]1[CH:15]=[CH:16][C:17]([C:20]2[C:21](=[O:32])[N:22]([CH3:31])[C:23]([CH3:30])=[CH:24][C:25]=2[C:26]([F:28])([F:29])[F:27])=[CH:18][CH:19]=1)[NH:11][C:9]([C:3]1[C:4]([Cl:8])=[CH:5][CH:6]=[CH:7][C:2]=1[Cl:1])=[O:10])[CH3:43]. The yield is 0.850. (9) The reactants are [H-].[Na+].[NH:3]1[CH2:7][CH2:6][CH2:5][C@@H:4]1[CH2:8][OH:9].F[C:11]1[CH:20]=[CH:19][CH:18]=[C:17]2[C:12]=1[C:13]([NH:21][C:22]1[CH:23]=[C:24]3[C:28](=[CH:29][CH:30]=1)[N:27]([CH2:31][C:32]1[CH:37]=[CH:36][CH:35]=[CH:34][N:33]=1)[N:26]=[CH:25]3)=[N:14][CH:15]=[N:16]2. The catalyst is C1COCC1. The product is [N:33]1[CH:34]=[CH:35][CH:36]=[CH:37][C:32]=1[CH2:31][N:27]1[C:28]2[C:24](=[CH:23][C:22]([NH:21][C:13]3[C:12]4[C:17](=[CH:18][CH:19]=[CH:20][C:11]=4[O:9][CH2:8][C@H:4]4[CH2:5][CH2:6][CH2:7][NH:3]4)[N:16]=[CH:15][N:14]=3)=[CH:30][CH:29]=2)[CH:25]=[N:26]1. The yield is 0.740.